The task is: Predict which catalyst facilitates the given reaction.. This data is from Catalyst prediction with 721,799 reactions and 888 catalyst types from USPTO. (1) Reactant: [C:1]([O:5][C:6]([N:8]1[CH2:13][CH2:12][NH:11][CH:10]([C:14](=[O:26])[NH:15][C:16]2[CH:25]=[CH:24][C:23]3[C:18](=[CH:19][CH:20]=[CH:21][CH:22]=3)[CH:17]=2)[CH2:9]1)=[O:7])([CH3:4])([CH3:3])[CH3:2].N1C=CC=CC=1.[Cl:33][CH2:34][C:35]1[CH:36]=[C:37]([CH:41]=[CH:42][CH:43]=1)[C:38](Cl)=[O:39]. Product: [C:1]([O:5][C:6]([N:8]1[CH2:13][CH2:12][N:11]([C:38](=[O:39])[C:37]2[CH:41]=[CH:42][CH:43]=[C:35]([CH2:34][Cl:33])[CH:36]=2)[CH:10]([C:14](=[O:26])[NH:15][C:16]2[CH:25]=[CH:24][C:23]3[C:18](=[CH:19][CH:20]=[CH:21][CH:22]=3)[CH:17]=2)[CH2:9]1)=[O:7])([CH3:4])([CH3:2])[CH3:3]. The catalyst class is: 96. (2) Reactant: [Cl:1][C:2]1[CH:3]=[CH:4][CH:5]=[C:6]2[C:10]=1[N:9]([CH2:11][CH2:12][CH3:13])[N:8]=[C:7]2[C:14]1[CH:19]=[CH:18][C:17]([OH:20])=[C:16]([F:21])[CH:15]=1.C(N(C(C)C)CC)(C)C.[CH3:31][C:32]([CH3:38])([CH3:37])[CH2:33][C:34](Cl)=[O:35]. Product: [CH3:31][C:32]([CH3:38])([CH3:37])[CH2:33][C:34]([O:20][C:17]1[CH:18]=[CH:19][C:14]([C:7]2[C:6]3[C:10](=[C:2]([Cl:1])[CH:3]=[CH:4][CH:5]=3)[N:9]([CH2:11][CH2:12][CH3:13])[N:8]=2)=[CH:15][C:16]=1[F:21])=[O:35]. The catalyst class is: 112. (3) Reactant: [Br:1][C:2]1[CH:3]=[CH:4][C:5](/[CH:8]=[CH:9]/[C@H:10]2[C@H:18]([CH3:19])[C:17]([F:21])([F:20])[CH2:16][C@@H:15]3[C@H:11]2[C@@H:12]([CH3:23])[O:13][C:14]3=[O:22])=[N:6][CH:7]=1.C[Si]([N-][Si](C)(C)C)(C)C.[K+].C(C1C=C(C(C)C)C=C(C(C)C)C=1S([N:52]=[N+:53]=[N-:54])(=O)=O)(C)C.CC(O)=O. Product: [N:52]([C@:15]12[C:14](=[O:22])[O:13][C@H:12]([CH3:23])[C@H:11]1[C@@H:10](/[CH:9]=[CH:8]/[C:5]1[CH:4]=[CH:3][C:2]([Br:1])=[CH:7][N:6]=1)[C@H:18]([CH3:19])[C:17]([F:20])([F:21])[CH2:16]2)=[N+:53]=[N-:54]. The catalyst class is: 49. (4) Reactant: Br[CH:2]1[CH2:7][CH2:6][CH2:5][CH:4]([C:8]2[CH:13]=[CH:12][CH:11]=[CH:10][CH:9]=2)[C:3]1=O.[Cl:15][C:16]1[N:17]=[CH:18][N:19]([C:21]2[CH:26]=[CH:25][C:24]([NH:27][C:28]([NH2:30])=[S:29])=[CH:23][C:22]=2[O:31][CH3:32])[CH:20]=1. The catalyst class is: 653. Product: [Cl:15][C:16]1[N:17]=[CH:18][N:19]([C:21]2[CH:26]=[CH:25][C:24]([NH:27][C:28]3[S:29][C:2]4[CH2:7][CH2:6][CH2:5][CH:4]([C:8]5[CH:13]=[CH:12][CH:11]=[CH:10][CH:9]=5)[C:3]=4[N:30]=3)=[CH:23][C:22]=2[O:31][CH3:32])[CH:20]=1. (5) Reactant: [F:1][C:2]1[CH:10]=[CH:9][CH:8]=[C:7]2[C:3]=1[CH:4]=[C:5](B(O)O)[NH:6]2.[Cl:14][C:15]1[N:20]=[C:19](I)[C:18]([NH2:22])=[CH:17][CH:16]=1.C(=O)([O-])[O-].[Cs+].[Cs+].C(Cl)Cl. The catalyst class is: 12. Product: [Cl:14][C:15]1[N:20]=[C:19]([C:5]2[NH:6][C:7]3[C:3]([CH:4]=2)=[C:2]([F:1])[CH:10]=[CH:9][CH:8]=3)[C:18]([NH2:22])=[CH:17][CH:16]=1. (6) Reactant: [O:1]1[C:5]2[CH:6]=[CH:7][C:8]([C:10]3([C:13]([NH:15][C:16]4[CH:21]=[C:20]([C:22]5[CH:27]=[CH:26][C:25]([C:28](=[O:32])[N:29]([CH3:31])[CH3:30])=[CH:24][CH:23]=5)[C:19]([C:33](O)=[O:34])=[CH:18][CH:17]=4)=[O:14])[CH2:12][CH2:11]3)=[CH:9][C:4]=2[O:3][CH2:2]1.CN.O1CCCC1.C[CH2:44][N:45](CC)CC.F[P-](F)(F)(F)(F)F.N1(OC(N(C)C)=[N+](C)C)C2N=CC=CC=2N=N1. Product: [O:1]1[C:5]2[CH:6]=[CH:7][C:8]([C:10]3([C:13]([NH:15][C:16]4[CH:21]=[C:20]([C:22]5[CH:27]=[CH:26][C:25]([C:28]([N:29]([CH3:30])[CH3:31])=[O:32])=[CH:24][CH:23]=5)[C:19]([C:33]([NH:45][CH3:44])=[O:34])=[CH:18][CH:17]=4)=[O:14])[CH2:11][CH2:12]3)=[CH:9][C:4]=2[O:3][CH2:2]1. The catalyst class is: 3. (7) Reactant: [C:1]1(B(O)O)[CH:6]=[CH:5][CH:4]=[CH:3][CH:2]=1.Br[C:11]1[CH:24]=[CH:23][C:22]2[C:13](=[CH:14][C:15]3[C:20]([CH:21]=2)=[CH:19][C:18](Br)=[CH:17][CH:16]=3)[CH:12]=1.C(=O)([O-])[O-].[Na+].[Na+]. Product: [C:1]1([C:18]2[CH:17]=[CH:16][C:15]3[C:20](=[CH:21][C:22]4[C:13]([CH:14]=3)=[CH:12][CH:11]=[CH:24][CH:23]=4)[CH:19]=2)[CH:6]=[CH:5][CH:4]=[CH:3][CH:2]=1. The catalyst class is: 11.